Dataset: Full USPTO retrosynthesis dataset with 1.9M reactions from patents (1976-2016). Task: Predict the reactants needed to synthesize the given product. (1) Given the product [CH2:1]([O:3][C:4](=[O:32])[CH2:5][CH2:6][CH2:7][CH2:8][CH2:9][CH2:10][N:11]([C:12]1[CH:17]=[CH:16][C:15]([C:37]2[CH:38]=[CH:39][C:34]([F:33])=[CH:35][CH:36]=2)=[CH:14][N:13]=1)[C:26]1[CH:31]=[CH:30][CH:29]=[CH:28][N:27]=1)[CH3:2], predict the reactants needed to synthesize it. The reactants are: [CH2:1]([O:3][C:4](=[O:32])[CH2:5][CH2:6][CH2:7][CH2:8][CH2:9][CH2:10][N:11]([C:26]1[CH:31]=[CH:30][CH:29]=[CH:28][N:27]=1)[C:12]1[CH:17]=[CH:16][C:15](OS(C(F)(F)F)(=O)=O)=[CH:14][N:13]=1)[CH3:2].[F:33][C:34]1[CH:39]=[CH:38][C:37](B(O)O)=[CH:36][CH:35]=1.C(=O)([O-])[O-].[K+].[K+].O. (2) Given the product [F:20][C:14]1[CH:15]=[CH:16][CH:17]=[C:18]([F:19])[C:13]=1[N:4]1[C:5]2[C:10](=[CH:9][C:8]([F:12])=[CH:7][CH:6]=2)[N:11]=[C:2]([N:29]2[CH2:34][CH2:33][NH:32][CH2:31][CH2:30]2)[C:3]1=[O:21], predict the reactants needed to synthesize it. The reactants are: Cl[C:2]1[C:3](=[O:21])[N:4]([C:13]2[C:18]([F:19])=[CH:17][CH:16]=[CH:15][C:14]=2[F:20])[C:5]2[C:10]([N:11]=1)=[CH:9][C:8]([F:12])=[CH:7][CH:6]=2.C(OC([N:29]1[CH2:34][CH2:33][NH:32][CH2:31][CH2:30]1)=O)(C)(C)C.C1(C)C=C(C)C=C(C)C=1. (3) Given the product [Cl:24][C:25]1[CH:26]=[C:27]([CH:30]=[CH:31][CH:32]=1)[CH2:28][N:11]1[C:12]2[C:17](=[N:16][C:15]([CH3:20])=[CH:14][CH:13]=2)[C:18](=[O:19])[C:9]([C:7](=[O:8])[C:6]2[CH:21]=[CH:22][C:3]([O:2][CH3:1])=[C:4]([CH3:23])[CH:5]=2)=[CH:10]1, predict the reactants needed to synthesize it. The reactants are: [CH3:1][O:2][C:3]1[CH:22]=[CH:21][C:6]([C:7]([C:9]2[C:18](=[O:19])[C:17]3[C:12](=[CH:13][CH:14]=[C:15]([CH3:20])[N:16]=3)[NH:11][CH:10]=2)=[O:8])=[CH:5][C:4]=1[CH3:23].[Cl:24][C:25]1[CH:26]=[C:27]([CH:30]=[CH:31][CH:32]=1)[CH2:28]Cl. (4) Given the product [CH3:23][NH:22][C:20](=[O:21])[C:16]1[CH:15]=[C:14]([O:12][C:9]2[CH:10]=[CH:11][C:5]3[S:4][C:3]([S:2][CH3:1])=[N:7][C:6]=3[CH:8]=2)[CH:19]=[CH:18][N:17]=1, predict the reactants needed to synthesize it. The reactants are: [CH3:1][S:2][C:3]1[S:4][C:5]2[CH:11]=[CH:10][C:9]([OH:12])=[CH:8][C:6]=2[N:7]=1.Cl[C:14]1[CH:19]=[CH:18][N:17]=[C:16]([C:20]([NH:22][CH3:23])=[O:21])[CH:15]=1.C(=O)([O-])[O-].[Cs+].[Cs+]. (5) Given the product [CH:23]1([S:20]([N:19]2[C@H:18]([CH3:26])[CH2:17][NH:16][CH2:15][C@@H:14]2[CH2:13][CH2:12][C:11]2[C:10]([F:34])=[CH:9][N:8]=[CH:7][C:6]=2[NH:5][C:3](=[O:4])[C@H:2]([C@H:35]([C:43]2[CH:44]=[C:45]([F:50])[CH:46]=[C:47]([F:49])[CH:48]=2)[C:36]2[CH:37]=[CH:38][C:39]([F:42])=[CH:40][CH:41]=2)[NH2:1])(=[O:22])=[O:21])[CH2:25][CH2:24]1, predict the reactants needed to synthesize it. The reactants are: [NH2:1][C@@H:2]([C@H:35]([C:43]1[CH:48]=[C:47]([F:49])[CH:46]=[C:45]([F:50])[CH:44]=1)[C:36]1[CH:41]=[CH:40][C:39]([F:42])=[CH:38][CH:37]=1)[C:3]([NH:5][C:6]1[CH:7]=[N:8][CH:9]=[C:10]([F:34])[C:11]=1[CH2:12][CH2:13][C@@H:14]1[N:19]([S:20]([CH:23]2[CH2:25][CH2:24]2)(=[O:22])=[O:21])[C@H:18]([CH3:26])[CH2:17][N:16](C(OC(C)(C)C)=O)[CH2:15]1)=[O:4].C(O)(C(F)(F)F)=O.